Dataset: NCI-60 drug combinations with 297,098 pairs across 59 cell lines. Task: Regression. Given two drug SMILES strings and cell line genomic features, predict the synergy score measuring deviation from expected non-interaction effect. (1) Drug 1: CS(=O)(=O)CCNCC1=CC=C(O1)C2=CC3=C(C=C2)N=CN=C3NC4=CC(=C(C=C4)OCC5=CC(=CC=C5)F)Cl. Drug 2: CC(C)NC(=O)C1=CC=C(C=C1)CNNC.Cl. Cell line: MOLT-4. Synergy scores: CSS=-1.45, Synergy_ZIP=5.74, Synergy_Bliss=-2.07, Synergy_Loewe=-2.53, Synergy_HSA=-4.61. (2) Drug 1: C(=O)(N)NO. Drug 2: C1=CC=C(C(=C1)C(C2=CC=C(C=C2)Cl)C(Cl)Cl)Cl. Cell line: UACC-257. Synergy scores: CSS=-5.57, Synergy_ZIP=5.62, Synergy_Bliss=7.32, Synergy_Loewe=-4.33, Synergy_HSA=-2.71. (3) Drug 1: C1=CC(=C2C(=C1NCCNCCO)C(=O)C3=C(C=CC(=C3C2=O)O)O)NCCNCCO. Drug 2: C#CCC(CC1=CN=C2C(=N1)C(=NC(=N2)N)N)C3=CC=C(C=C3)C(=O)NC(CCC(=O)O)C(=O)O. Cell line: HCC-2998. Synergy scores: CSS=34.5, Synergy_ZIP=7.43, Synergy_Bliss=6.85, Synergy_Loewe=6.32, Synergy_HSA=6.22. (4) Drug 2: C1CC(C1)(C(=O)O)C(=O)O.[NH2-].[NH2-].[Pt+2]. Synergy scores: CSS=81.4, Synergy_ZIP=-1.76, Synergy_Bliss=-0.825, Synergy_Loewe=-0.407, Synergy_HSA=3.86. Drug 1: C1=C(C(=O)NC(=O)N1)N(CCCl)CCCl. Cell line: ACHN. (5) Drug 1: CC1=C2C(C(=O)C3(C(CC4C(C3C(C(C2(C)C)(CC1OC(=O)C(C(C5=CC=CC=C5)NC(=O)OC(C)(C)C)O)O)OC(=O)C6=CC=CC=C6)(CO4)OC(=O)C)O)C)O. Drug 2: COC1=C2C(=CC3=C1OC=C3)C=CC(=O)O2. Cell line: BT-549. Synergy scores: CSS=11.3, Synergy_ZIP=-13.2, Synergy_Bliss=-19.0, Synergy_Loewe=-48.9, Synergy_HSA=-17.9.